The task is: Predict the reaction yield, written as a fraction of the theoretical maximum amount of product (1.0 means a 100% yield; for example, 0.34 means a 34% yield).. This data is from Reaction yield outcomes from USPTO patents with 853,638 reactions. (1) The reactants are [F:1][C:2]1[CH:7]=[C:6]([CH3:8])[CH:5]=[CH:4][C:3]=1B(O)O.[C:12]([N:16]1[C:20](=[O:21])[CH:19]=[C:18](Cl)[S:17]1(=[O:24])=[O:23])([CH3:15])([CH3:14])[CH3:13].ClCCl.C(N(CC)CC)C. The catalyst is C1(C)C=CC=CC=1.C1C=CC(P([C]2[CH][CH][CH][CH]2)C2C=CC=CC=2)=CC=1.C1C=CC(P([C]2[CH][CH][CH][CH]2)C2C=CC=CC=2)=CC=1.Cl[Pd]Cl.[Fe]. The product is [C:12]([N:16]1[C:20](=[O:21])[CH:19]=[C:18]([C:3]2[CH:4]=[CH:5][C:6]([CH3:8])=[CH:7][C:2]=2[F:1])[S:17]1(=[O:23])=[O:24])([CH3:15])([CH3:13])[CH3:14]. The yield is 0.650. (2) The reactants are [CH3:1][C:2]([CH3:38])([CH3:37])[C:3](=[O:36])[CH2:4][O:5][C:6]1[CH:11]=[CH:10][C:9]([C:12]([C:17]2[CH:18]=[C:19]([CH3:34])[C:20]3[O:24][C:23]([C:25]([N:27]([CH2:29][C:30]([OH:32])=[O:31])[CH3:28])=[O:26])=[CH:22][C:21]=3[CH:33]=2)([CH2:15][CH3:16])[CH2:13][CH3:14])=[CH:8][C:7]=1[CH3:35].[BH4-].[Na+]. The catalyst is C1COCC1. The product is [CH2:13]([C:12]([C:17]1[CH:18]=[C:19]([CH3:34])[C:20]2[O:24][C:23]([C:25]([N:27]([CH2:29][C:30]([OH:32])=[O:31])[CH3:28])=[O:26])=[CH:22][C:21]=2[CH:33]=1)([C:9]1[CH:10]=[CH:11][C:6]([O:5][CH2:4][CH:3]([OH:36])[C:2]([CH3:37])([CH3:38])[CH3:1])=[C:7]([CH3:35])[CH:8]=1)[CH2:15][CH3:16])[CH3:14]. The yield is 0.970. (3) The reactants are [C:1]1([CH:7]([C:37]2[CH:42]=[CH:41][CH:40]=[CH:39][CH:38]=2)[CH2:8][NH:9][C:10]2[C:19]3[C:14](=[CH:15][CH:16]=[CH:17][CH:18]=3)[N:13]=[C:12]([C:20]3[CH:29]=[C:28]4[C:23]([CH2:24][CH2:25][CH2:26][N:27]4C(OC(C)(C)C)=O)=[CH:22][CH:21]=3)[N:11]=2)[CH:6]=[CH:5][CH:4]=[CH:3][CH:2]=1. The catalyst is C(O)(C(F)(F)F)=O.C(Cl)Cl. The product is [C:37]1([CH:7]([C:1]2[CH:6]=[CH:5][CH:4]=[CH:3][CH:2]=2)[CH2:8][NH:9][C:10]2[C:19]3[C:14](=[CH:15][CH:16]=[CH:17][CH:18]=3)[N:13]=[C:12]([C:20]3[CH:29]=[C:28]4[C:23]([CH2:24][CH2:25][CH2:26][NH:27]4)=[CH:22][CH:21]=3)[N:11]=2)[CH:38]=[CH:39][CH:40]=[CH:41][CH:42]=1. The yield is 0.990.